Task: Regression. Given a peptide amino acid sequence and an MHC pseudo amino acid sequence, predict their binding affinity value. This is MHC class II binding data.. Dataset: Peptide-MHC class II binding affinity with 134,281 pairs from IEDB (1) The peptide sequence is TVWEQILNTWLVKPG. The MHC is HLA-DPA10103-DPB10301 with pseudo-sequence HLA-DPA10103-DPB10301. The binding affinity (normalized) is 0. (2) The peptide sequence is QRPFQYILLVLGIAL. The MHC is HLA-DQA10101-DQB10501 with pseudo-sequence HLA-DQA10101-DQB10501. The binding affinity (normalized) is 0. (3) The peptide sequence is AVLTGYGLFHKEKMILNE. The MHC is DRB1_0801 with pseudo-sequence DRB1_0801. The binding affinity (normalized) is 0.184. (4) The peptide sequence is CTKEEFIAKVRSHAA. The MHC is HLA-DQA10103-DQB10603 with pseudo-sequence HLA-DQA10103-DQB10603. The binding affinity (normalized) is 0. (5) The peptide sequence is EKKYFAATQFELLAA. The MHC is DRB1_1602 with pseudo-sequence DRB1_1602. The binding affinity (normalized) is 0.813. (6) The peptide sequence is SHHYIRVGNETGLEL. The MHC is H-2-IAb with pseudo-sequence H-2-IAb. The binding affinity (normalized) is 0. (7) The peptide sequence is AGGAGGVGAVGGKGG. The MHC is DRB4_0101 with pseudo-sequence DRB4_0103. The binding affinity (normalized) is 0. (8) The peptide sequence is HDPLPHSPSDSAGND. The MHC is DRB1_0301 with pseudo-sequence DRB1_0301. The binding affinity (normalized) is 0. (9) The peptide sequence is EKKYFAATQFEPLCA. The MHC is HLA-DPA10201-DPB10501 with pseudo-sequence HLA-DPA10201-DPB10501. The binding affinity (normalized) is 0.868.